From a dataset of Catalyst prediction with 721,799 reactions and 888 catalyst types from USPTO. Predict which catalyst facilitates the given reaction. (1) Reactant: Cl[C:2]1[C:7]([C:8]([O:10][CH2:11][CH3:12])=[O:9])=[C:6]([CH2:13][CH3:14])[N:5]=[C:4]2[N:15]([CH2:18][CH3:19])[N:16]=[CH:17][C:3]=12.[NH2:20][CH:21]1[CH2:26][CH2:25][N:24]([C:27]([O:29][C:30]([CH3:33])([CH3:32])[CH3:31])=[O:28])[CH2:23][CH2:22]1.CCN(C(C)C)C(C)C.[Cl-].[Li+]. Product: [CH3:33][C:30]([O:29][C:27]([N:24]1[CH2:25][CH2:26][CH:21]([NH:20][C:2]2[C:7]([C:8]([O:10][CH2:11][CH3:12])=[O:9])=[C:6]([CH2:13][CH3:14])[N:5]=[C:4]3[N:15]([CH2:18][CH3:19])[N:16]=[CH:17][C:3]=23)[CH2:22][CH2:23]1)=[O:28])([CH3:31])[CH3:32]. The catalyst class is: 60. (2) Reactant: Cl.Cl.[C:3]([C:7]1[CH:12]=[CH:11][CH:10]=[CH:9][C:8]=1[N:13]1[CH2:18][CH2:17][NH:16][CH2:15][CH2:14]1)([CH3:6])([CH3:5])[CH3:4].[CH2:19]([O:26][C:27]1[CH:32]=[CH:31][C:30]([N:33]=[C:34]=[O:35])=[CH:29][CH:28]=1)[C:20]1[CH:25]=[CH:24][CH:23]=[CH:22][CH:21]=1.C(N(CC)CC)C.C([O-])(O)=O.[Na+]. Product: [CH2:19]([O:26][C:27]1[CH:32]=[CH:31][C:30]([NH:33][C:34]([N:16]2[CH2:17][CH2:18][N:13]([C:8]3[CH:9]=[CH:10][CH:11]=[CH:12][C:7]=3[C:3]([CH3:6])([CH3:4])[CH3:5])[CH2:14][CH2:15]2)=[O:35])=[CH:29][CH:28]=1)[C:20]1[CH:21]=[CH:22][CH:23]=[CH:24][CH:25]=1. The catalyst class is: 1.